The task is: Predict which catalyst facilitates the given reaction.. This data is from Catalyst prediction with 721,799 reactions and 888 catalyst types from USPTO. (1) Reactant: B(Br)(Br)Br.C[O:6][C:7]1[CH:8]=[CH:9][CH:10]=[C:11]2[C:15]=1[C:14](=[O:16])[N:13]([CH3:17])[CH2:12]2.CO. Product: [OH:6][C:7]1[CH:8]=[CH:9][CH:10]=[C:11]2[C:15]=1[C:14](=[O:16])[N:13]([CH3:17])[CH2:12]2. The catalyst class is: 4. (2) Reactant: [CH3:1][N:2]([CH3:18])[C:3]1[CH:8]=[CH:7][C:6]([N:9]=[N:10][C:11]2[CH:16]=[CH:15][CH:14]=[CH:13][C:12]=2[NH2:17])=[CH:5][CH:4]=1. Product: [N:10]1[N:9]([C:6]2[CH:5]=[CH:4][C:3]([N:2]([CH3:18])[CH3:1])=[CH:8][CH:7]=2)[N:17]=[C:12]2[CH:13]=[CH:14][CH:15]=[CH:16][C:11]=12. The catalyst class is: 2. (3) Reactant: Cl[SiH:2]1[N:6]([C:7]([CH3:10])([CH3:9])[CH3:8])[CH:5]=[CH:4][N:3]1[C:11]([CH3:14])([CH3:13])[CH3:12].[CH2:15]([N-]C)[CH2:16][CH2:17][CH3:18].[Li+].CCCCCC.C([Li])CCC.[CH2:33]([NH:37]C)CCC. Product: [C:11]([N:3]1[CH:4]=[CH:5][N:6]([C:7]([CH3:10])([CH3:9])[CH3:8])[Si:2]1([NH:37][CH3:33])[CH2:15][CH2:16][CH2:17][CH3:18])([CH3:14])([CH3:13])[CH3:12]. The catalyst class is: 392. (4) Reactant: [CH2:1]([C:4]1[C:5]([O:15][CH3:16])=[CH:6][C:7]2[CH2:12][O:11][C:10](=[O:13])[NH:9][C:8]=2[CH:14]=1)[CH:2]=[CH2:3].[H-].[Na+].I[CH3:20]. Product: [CH2:1]([C:4]1[C:5]([O:15][CH3:16])=[CH:6][C:7]2[CH2:12][O:11][C:10](=[O:13])[N:9]([CH3:20])[C:8]=2[CH:14]=1)[CH:2]=[CH2:3]. The catalyst class is: 42.